Predict the reactants needed to synthesize the given product. From a dataset of Full USPTO retrosynthesis dataset with 1.9M reactions from patents (1976-2016). (1) Given the product [F:40][C:37]1[CH:36]=[CH:35][C:34]([CH2:33][O:32][C:26]2[CH:27]=[CH:28][C:29]([Cl:31])=[CH:30][C:25]=2[C:21]2[CH2:22][CH2:23][CH2:24][C:20]=2[C:18]2[CH:17]=[CH:16][C:15]([CH3:41])=[C:14]([CH:19]=2)[C:13]([OH:42])=[O:12])=[CH:39][CH:38]=1, predict the reactants needed to synthesize it. The reactants are: FC(F)(F)C(O)=O.C([O:12][C:13](=[O:42])[C:14]1[CH:19]=[C:18]([C:20]2[CH2:24][CH2:23][CH2:22][C:21]=2[C:25]2[CH:30]=[C:29]([Cl:31])[CH:28]=[CH:27][C:26]=2[O:32][CH2:33][C:34]2[CH:39]=[CH:38][C:37]([F:40])=[CH:36][CH:35]=2)[CH:17]=[CH:16][C:15]=1[CH3:41])(C)(C)C. (2) Given the product [NH2:20][C:16]([CH3:19])([CH3:15])[CH2:17][NH:18][C:1](=[O:14])[O:2][C:3]([CH3:4])([CH3:5])[CH3:6], predict the reactants needed to synthesize it. The reactants are: [C:1](=[O:14])(OC1C=CC=CC=1)[O:2][C:3]([CH3:6])([CH3:5])[CH3:4].[CH3:15][C:16]([NH2:20])([CH3:19])[CH2:17][NH2:18]. (3) Given the product [Cl:7][C:8]1[N:9]=[N:10][CH:11]=[C:12]([N:4]2[CH:5]=[CH:6][C:2]([I:1])=[N:3]2)[CH:13]=1, predict the reactants needed to synthesize it. The reactants are: [I:1][C:2]1[CH:6]=[CH:5][NH:4][N:3]=1.[Cl:7][C:8]1[N:9]=[N:10][CH:11]=[C:12](Cl)[CH:13]=1.CC(C)([O-])C.[K+]. (4) The reactants are: [OH:1][C:2]1[CH:7]=[CH:6][C:5]([C:8](=[O:10])[CH3:9])=[CH:4][CH:3]=1.C(=O)([O-])[O-].[K+].[K+].[CH2:17](Br)[C:18]1[CH:23]=[CH:22][CH:21]=[CH:20][CH:19]=1.O. Given the product [CH2:17]([O:1][C:2]1[CH:7]=[CH:6][C:5]([C:8](=[O:10])[CH3:9])=[CH:4][CH:3]=1)[C:18]1[CH:23]=[CH:22][CH:21]=[CH:20][CH:19]=1, predict the reactants needed to synthesize it. (5) Given the product [CH3:37][C:36]1[N:38]=[C:1]([C:4]2[S:8][C:7]([N:9]3[CH2:14][CH2:13][N:12]([C:15]([O:17][C:18]([CH3:21])([CH3:20])[CH3:19])=[O:16])[CH2:11][CH2:10]3)=[N:6][CH:5]=2)[O:3][N:35]=1, predict the reactants needed to synthesize it. The reactants are: [C:1]([C:4]1[S:8][C:7]([N:9]2[CH2:14][CH2:13][N:12]([C:15]([O:17][C:18]([CH3:21])([CH3:20])[CH3:19])=[O:16])[CH2:11][CH2:10]2)=[N:6][CH:5]=1)([OH:3])=O.C1N=CN(C(N2C=NC=C2)=O)C=1.O[NH:35][C:36](=[NH:38])[CH3:37].ClCCCl.C(O)C. (6) Given the product [F:19][CH2:8][CH:7]([N:14]([CH3:18])[CH2:15][C:16]#[CH:17])[CH2:6][C:2]1[O:1][CH:5]=[CH:4][CH:3]=1, predict the reactants needed to synthesize it. The reactants are: [O:1]1[CH:5]=[CH:4][CH:3]=[C:2]1[CH2:6][CH:7]([N:14]([CH3:18])[CH2:15][C:16]#[CH:17])[CH2:8]OS(C)(=O)=O.[F-:19]. (7) Given the product [ClH:1].[N:21]1[CH:22]=[CH:23][CH:24]=[CH:25][C:20]=1[CH2:19][O:18][C:10]1[CH:9]=[C:8]([C:7]2[C:2]([C:29]#[N:30])=[N:3][CH:4]=[N:5][CH:6]=2)[C:17]2[CH2:16][CH2:15][CH2:14][CH2:13][C:12]=2[N:11]=1, predict the reactants needed to synthesize it. The reactants are: [Cl:1][C:2]1[C:7]([C:8]2[C:17]3[CH2:16][CH2:15][CH2:14][CH2:13][C:12]=3[N:11]=[C:10]([O:18][CH2:19][C:20]3[CH:25]=[CH:24][CH:23]=[CH:22][N:21]=3)[CH:9]=2)=[CH:6][N:5]=[CH:4][N:3]=1.C(Cl)Cl.[CH3:29][N:30](C=O)C. (8) Given the product [N:1]1[N:5]2[CH:6]=[C:7]3[CH2:13][CH2:12][NH:11][CH2:10][C:8]3=[N:9][C:4]2=[CH:3][CH:2]=1.[F:24][C:23]([F:26])([F:25])[C:21]([OH:27])=[O:22], predict the reactants needed to synthesize it. The reactants are: [N:1]1[N:5]2[CH:6]=[C:7]3[CH2:13][CH2:12][N:11](C(OC(C)(C)C)=O)[CH2:10][C:8]3=[N:9][C:4]2=[CH:3][CH:2]=1.[C:21]([OH:27])([C:23]([F:26])([F:25])[F:24])=[O:22].